Task: Predict the product of the given reaction.. Dataset: Forward reaction prediction with 1.9M reactions from USPTO patents (1976-2016) (1) Given the reactants CC1C=CC(C)=CC=1.[F:9][C:10]1[CH:11]=[C:12]([CH:16]=[C:17]([F:19])[CH:18]=1)[C:13](Cl)=O.[C:20]([O:23][C:24]1[CH:31]=[CH:30][C:27]([CH:28]=C)=[CH:26][CH:25]=1)(=[O:22])[CH3:21].CN1CCOCC1, predict the reaction product. The product is: [C:20]([O:23][C:24]1[CH:31]=[CH:30][C:27]([CH:28]=[CH:13][C:12]2[CH:11]=[C:10]([F:9])[CH:18]=[C:17]([F:19])[CH:16]=2)=[CH:26][CH:25]=1)(=[O:22])[CH3:21]. (2) Given the reactants [Li]CCCC.N(C(C)C)C(C)C.[Cl:13][C:14]1[CH:19]=[CH:18][C:17]([O:20][C:21]([F:24])([F:23])[F:22])=[CH:16][N:15]=1.CN(C)[CH:27]=[O:28], predict the reaction product. The product is: [Cl:13][C:14]1[CH:19]=[C:18]([CH:27]=[O:28])[C:17]([O:20][C:21]([F:22])([F:23])[F:24])=[CH:16][N:15]=1. (3) Given the reactants C([O:5][C:6](=[O:23])/[CH:7]=[CH:8]/[C:9]1[CH:13]=[CH:12][N:11]([S:14]([C:17]2[S:18][C:19]([Br:22])=[CH:20][CH:21]=2)(=[O:16])=[O:15])[CH:10]=1)(C)(C)C.C(O)(C(F)(F)F)=O, predict the reaction product. The product is: [Br:22][C:19]1[S:18][C:17]([S:14]([N:11]2[CH:12]=[CH:13][C:9](/[CH:8]=[CH:7]/[C:6]([OH:23])=[O:5])=[CH:10]2)(=[O:15])=[O:16])=[CH:21][CH:20]=1. (4) Given the reactants [Cl:1][C:2]1[N:10]=[C:9]2[C:5]([N:6]=[CH:7][N:8]2[CH:11]2[CH2:16][CH2:15][CH2:14][CH2:13][O:12]2)=[C:4]([N:17]2[CH2:22][CH2:21][O:20][CH2:19][CH2:18]2)[N:3]=1.C([Li])CCC.CCCCCC.ClCC[I:37], predict the reaction product. The product is: [Cl:1][C:2]1[N:10]=[C:9]2[C:5]([N:6]=[C:7]([I:37])[N:8]2[CH:11]2[CH2:16][CH2:15][CH2:14][CH2:13][O:12]2)=[C:4]([N:17]2[CH2:22][CH2:21][O:20][CH2:19][CH2:18]2)[N:3]=1. (5) Given the reactants F[C:2]1[CH:7]=[CH:6][C:5]([C:8]([N:10]2[CH2:27][CH2:26][C:13]3([C:18]4=[CH:19][CH:20]=[CH:21][N:17]4[C:16]4[CH:22]=[CH:23][CH:24]=[CH:25][C:15]=4[O:14]3)[CH2:12][CH2:11]2)=[O:9])=[CH:4][C:3]=1[S:28]([CH3:31])(=[O:30])=[O:29].[CH3:32][OH:33].[H-].[Na+], predict the reaction product. The product is: [CH3:32][O:33][C:2]1[CH:7]=[CH:6][C:5]([C:8]([N:10]2[CH2:27][CH2:26][C:13]3([O:14][C:15]4[CH:25]=[CH:24][CH:23]=[CH:22][C:16]=4[N:17]4[CH:21]=[CH:20][CH:19]=[C:18]34)[CH2:12][CH2:11]2)=[O:9])=[CH:4][C:3]=1[S:28]([CH3:31])(=[O:30])=[O:29]. (6) The product is: [CH3:1][C:2]1[O:6][C:5]([C:7]2[CH:12]=[CH:11][CH:10]=[CH:9][CH:8]=2)=[N:4][C:3]=1[CH2:13][O:14][C:15]1[CH:34]=[CH:33][C:18]([CH2:19][S:20][C:21]2[NH:25][N:24]=[C:23]([CH2:26][CH2:27][C:28]([OH:30])=[O:29])[N:22]=2)=[CH:17][CH:16]=1. Given the reactants [CH3:1][C:2]1[O:6][C:5]([C:7]2[CH:12]=[CH:11][CH:10]=[CH:9][CH:8]=2)=[N:4][C:3]=1[CH2:13][O:14][C:15]1[CH:34]=[CH:33][C:18]([CH2:19][S:20][C:21]2[NH:25][N:24]=[C:23]([CH2:26][CH2:27][C:28]([O:30]CC)=[O:29])[N:22]=2)=[CH:17][CH:16]=1.[OH-].[Na+].O1CCCC1.Cl, predict the reaction product.